Task: Predict which catalyst facilitates the given reaction.. Dataset: Catalyst prediction with 721,799 reactions and 888 catalyst types from USPTO (1) Reactant: [CH3:1][C:2]1[CH:6]=[CH:5][NH:4][N:3]=1.[N+:7]([O-])([O-:9])=[O:8].[K+].[OH-].[NH4+]. Product: [CH3:1][C:2]1[C:6]([N+:7]([O-:9])=[O:8])=[CH:5][NH:4][N:3]=1. The catalyst class is: 65. (2) Reactant: [CH3:1][C@@:2]12[C@@H:10]([OH:11])[CH2:9][CH2:8][C@H:7]1[C@@H:6]1[CH2:12][CH2:13][C:14]3[C@@:20]([CH3:21])([C@H:5]1[CH2:4][CH2:3]2)[CH2:19][CH2:18][C:16](=[O:17])[CH:15]=3.[Cl:22][C:23]1[CH:31]=[CH:30][CH:29]=[CH:28][C:24]=1[C:25](Cl)=[O:26].C(N(CC)CC)C. Product: [Cl:22][C:23]1[CH:31]=[CH:30][CH:29]=[CH:28][C:24]=1[C:25]([O:11][C@H:10]1[CH2:9][CH2:8][C@H:7]2[C@H:6]3[C@H:5]([CH2:4][CH2:3][C@:2]12[CH3:1])[C@:20]1([CH3:21])[C:14](=[CH:15][C:16](=[O:17])[CH2:18][CH2:19]1)[CH2:13][CH2:12]3)=[O:26]. The catalyst class is: 79. (3) Reactant: [Br:1][C:2]1[CH:7]=[CH:6][C:5]([C:8]2[C:9]([C:17](O)=[O:18])=[CH:10][C:11]([N:14]([CH3:16])[CH3:15])=[CH:12][CH:13]=2)=[CH:4][CH:3]=1. Product: [Br:1][C:2]1[CH:7]=[CH:6][C:5]([C:8]2[CH:13]=[CH:12][C:11]([N:14]([CH3:15])[CH3:16])=[CH:10][C:9]=2[CH2:17][OH:18])=[CH:4][CH:3]=1. The catalyst class is: 49. (4) Reactant: [NH2:1][C:2]1[CH:7]=[C:6]([Cl:8])[CH:5]=[CH:4][C:3]=1[OH:9].O.C(=O)([O-])O.[Na+].[Cl:16][CH2:17][C:18](Cl)=[O:19]. Product: [Cl:16][CH2:17][C:18]([NH:1][C:2]1[CH:7]=[C:6]([Cl:8])[CH:5]=[CH:4][C:3]=1[OH:9])=[O:19]. The catalyst class is: 13. (5) Reactant: [O:1]([CH2:8][C:9]1[S:10][CH:11]=[C:12]([CH:14]2[NH:35][C:17]3=[N:18][CH:19]=[C:20]([CH:22]4[CH2:27][CH2:26][N:25](C(OC(C)(C)C)=O)[CH2:24][CH2:23]4)[CH:21]=[C:16]3[NH:15]2)[N:13]=1)[C:2]1[CH:7]=[CH:6][CH:5]=[CH:4][CH:3]=1.C(O)(C(F)(F)F)=O. Product: [O:1]([CH2:8][C:9]1[S:10][CH:11]=[C:12]([C:14]2[NH:35][C:17]3=[N:18][CH:19]=[C:20]([CH:22]4[CH2:27][CH2:26][NH:25][CH2:24][CH2:23]4)[CH:21]=[C:16]3[N:15]=2)[N:13]=1)[C:2]1[CH:7]=[CH:6][CH:5]=[CH:4][CH:3]=1. The catalyst class is: 2. (6) Reactant: [F:1][C:2]1[C:11]([O:12][CH3:13])=[C:10](B2OC(C)(C)C(C)(C)O2)[CH:9]=[C:8]2[C:3]=1[N:4]=[CH:5][CH:6]=[N:7]2.C1(P(C2CCCCC2)C2CCCCC2)CCCCC1.P([O-])([O-])([O-])=O.[K+].[K+].[K+].[CH3:50][O:51][C:52]([C:54]1[CH:59]=[CH:58][CH:57]=[CH:56][C:55]=1[NH:60][C:61]1[N:65]([C:66]2[CH:71]=[CH:70][CH:69]=[CH:68][C:67]=2C)[N:64]=[C:63]([CH3:73])[CH:62]=1)=[O:53]. Product: [CH3:50][O:51][C:52]([C:54]1[CH:59]=[CH:58][CH:57]=[CH:56][C:55]=1[NH:60][C:61]1[N:65]([C:66]2[CH:71]=[CH:70][CH:69]=[CH:68][CH:67]=2)[N:64]=[C:63]([CH3:73])[C:62]=1[C:10]1[CH:9]=[C:8]2[C:3](=[C:2]([F:1])[C:11]=1[O:12][CH3:13])[N:4]=[CH:5][CH:6]=[N:7]2)=[O:53]. The catalyst class is: 12. (7) Reactant: [S:1]1[CH:5]=[C:4]([CH:6]([NH:10][CH2:11][C:12]2[CH:17]=[CH:16][CH:15]=[CH:14][CH:13]=2)[C:7]([OH:9])=[O:8])[C:3]2[CH:18]=[CH:19][CH:20]=[CH:21][C:2]1=2.[N:22]12[CH2:29][CH2:28][CH:25]([CH2:26][CH2:27]1)[C@@H:24](O)[CH2:23]2.C1CCC(N=C=NC2CCCCC2)CC1.C1C=CC2N(O)N=NC=2C=1. Product: [S:1]1[CH:5]=[C:4]([CH:6]([NH:10][CH2:11][C:12]2[CH:13]=[CH:14][CH:15]=[CH:16][CH:17]=2)[C:7]([O:9][C@@H:24]2[CH:25]3[CH2:28][CH2:29][N:22]([CH2:27][CH2:26]3)[CH2:23]2)=[O:8])[C:3]2[CH:18]=[CH:19][CH:20]=[CH:21][C:2]1=2. The catalyst class is: 1.